This data is from Forward reaction prediction with 1.9M reactions from USPTO patents (1976-2016). The task is: Predict the product of the given reaction. (1) Given the reactants [CH3:1][S:2]([NH:5][C:6]1[CH:11]=[CH:10][CH:9]=[CH:8][C:7]=1[C:12]1[CH:17]=[CH:16][C:15]([S:18]([N:21]2[CH:25]=[CH:24][C:23](/[CH:26]=[CH:27]/[C:28]([NH:30][O:31]C3CCCCO3)=[O:29])=[CH:22]2)(=[O:20])=[O:19])=[CH:14][CH:13]=1)(=[O:4])=[O:3].Cl, predict the reaction product. The product is: [OH:31][NH:30][C:28](=[O:29])/[CH:27]=[CH:26]/[C:23]1[CH:24]=[CH:25][N:21]([S:18]([C:15]2[CH:14]=[CH:13][C:12]([C:7]3[CH:8]=[CH:9][CH:10]=[CH:11][C:6]=3[NH:5][S:2]([CH3:1])(=[O:4])=[O:3])=[CH:17][CH:16]=2)(=[O:19])=[O:20])[CH:22]=1. (2) Given the reactants [Br:1][C:2]1[CH:3]=[C:4]([OH:8])[CH:5]=[CH:6][CH:7]=1.Cl.Cl[CH2:11][CH2:12][N:13]1[CH2:17][CH2:16][CH2:15][CH2:14]1.C(=O)([O-])[O-:19].[Cs+].[Cs+], predict the reaction product. The product is: [CH3:16][CH2:17][O:19][C:4]([CH3:5])=[O:8].[CH3:7][CH2:6][CH2:5][CH:4]([CH3:3])[CH3:11].[Br:1][C:2]1[CH:3]=[C:4]([CH:5]=[CH:6][CH:7]=1)[O:8][CH2:11][CH2:12][N:13]1[CH2:17][CH2:16][CH2:15][CH2:14]1.